This data is from Full USPTO retrosynthesis dataset with 1.9M reactions from patents (1976-2016). The task is: Predict the reactants needed to synthesize the given product. (1) Given the product [ClH:1].[Cl:1][C:2]1[CH:10]=[CH:9][C:8]2[C:4](=[C:5]3[NH:6][C:11](=[O:28])[CH:12]=[C:13]([CH:15]4[CH2:20][CH2:19][NH:18][CH2:17][CH2:16]4)[N:14]3[N:7]=2)[CH:3]=1, predict the reactants needed to synthesize it. The reactants are: [Cl:1][C:2]1[CH:10]=[CH:9][C:8]2[C:4](=[C:5]3[NH:14][C:13]([CH:15]4[CH2:20][CH2:19][N:18](C(OC(C)(C)C)=O)[CH2:17][CH2:16]4)=[CH:12][C:11](=[O:28])[N:6]3[N:7]=2)[CH:3]=1. (2) Given the product [N:7]1[NH:8][C:9](=[O:11])[CH:10]=[C:5]2[CH2:4][CH2:3][CH2:2][O:12][C:6]=12, predict the reactants needed to synthesize it. The reactants are: O[CH2:2][CH2:3][CH2:4][C:5]1[C:6](=[O:12])[NH:7][NH:8][C:9](=[O:11])[CH:10]=1.C1(P(C2C=CC=CC=2)C2C=CC=CC=2)C=CC=CC=1.N(C(OC(C)C)=O)=NC(OC(C)C)=O.